From a dataset of Catalyst prediction with 721,799 reactions and 888 catalyst types from USPTO. Predict which catalyst facilitates the given reaction. (1) Reactant: [CH3:1][NH:2][C:3](=[O:28])[C@@H:4]([NH:14][C:15](=[O:27])[C:16]1[CH:21]=[CH:20][C:19]([F:22])=[CH:18][C:17]=1[C:23]([F:26])([F:25])[F:24])[C@H:5]([OH:13])[C:6]1[CH:11]=[CH:10][CH:9]=[CH:8][C:7]=1[CH3:12].C(N(CC)CC)C.[C:36]1([N:42]([CH3:46])[C:43](Cl)=[O:44])[CH:41]=[CH:40][CH:39]=[CH:38][CH:37]=1. Product: [CH3:1][NH:2][C:3](=[O:28])[C@@H:4]([NH:14][C:15](=[O:27])[C:16]1[CH:21]=[CH:20][C:19]([F:22])=[CH:18][C:17]=1[C:23]([F:24])([F:25])[F:26])[C@H:5]([O:13][C:43]([N:42]([C:36]1[CH:41]=[CH:40][CH:39]=[CH:38][CH:37]=1)[CH3:46])=[O:44])[C:6]1[CH:11]=[CH:10][CH:9]=[CH:8][C:7]=1[CH3:12]. The catalyst class is: 172. (2) Reactant: [Cl:1][C:2]1[CH:3]=[C:4]([N:9]2[C:13](=[O:14])[C@@H:12]3[CH2:15][C@@H:16]([OH:18])[CH2:17][N:11]3[C:10]2=[O:19])[CH:5]=[C:6]([Cl:8])[CH:7]=1.C1C=C[NH+]=CC=1.C1C=C[NH+]=CC=1.[O-][Cr](O[Cr]([O-])(=O)=O)(=O)=O. Product: [Cl:1][C:2]1[CH:3]=[C:4]([N:9]2[C:13](=[O:14])[C@@H:12]3[CH2:15][C:16](=[O:18])[CH2:17][N:11]3[C:10]2=[O:19])[CH:5]=[C:6]([Cl:8])[CH:7]=1. The catalyst class is: 2. (3) Reactant: OS([O-])=O.[Na+].[CH3:6][O:7][N:8]1[CH2:13][CH2:12][CH:11]([CH:14]=[O:15])[CH2:10][CH2:9]1.[C-:16]#[N:17].[K+]. Product: [OH:15][CH:14]([CH:11]1[CH2:12][CH2:13][N:8]([O:7][CH3:6])[CH2:9][CH2:10]1)[C:16]#[N:17]. The catalyst class is: 6. (4) Product: [Cl:18][C:17]1[CH:16]=[CH:15][N:14]=[CH:13][C:12]=1[C:7]1[C:6]([C:4]([OH:5])=[O:3])=[C:10]([CH3:11])[O:9][N:8]=1. Reactant: C([O:3][C:4]([C:6]1[C:7]([C:12]2[CH:13]=[N:14][CH:15]=[CH:16][C:17]=2[Cl:18])=[N:8][O:9][C:10]=1[CH3:11])=[O:5])C.[OH-].[Na+].C(O)C.Cl. The catalyst class is: 7. (5) Reactant: [F:1][C:2]1[CH:3]=[C:4]([CH:39]=[C:40]([F:42])[CH:41]=1)[CH2:5][C@H:6]1[C@@H:10]([C@H:11]2[CH2:20][C:19]3[C:14](=[C:15]([O:21][CH2:22][CH:23]=[CH2:24])[CH:16]=[CH:17][CH:18]=3)[CH2:13][N:12]2[CH:25]([C:32]2[CH:37]=[CH:36][CH:35]=[CH:34][CH:33]=2)[C:26]2[CH:31]=[CH:30][CH:29]=[CH:28][CH:27]=2)[O:9]C(=O)[NH:7]1.[Li+].[OH-].C(OCC)C. Product: [CH2:22]([O:21][C:15]1[CH:16]=[CH:17][CH:18]=[C:19]2[C:14]=1[CH2:13][N:12]([CH:25]([C:26]1[CH:31]=[CH:30][CH:29]=[CH:28][CH:27]=1)[C:32]1[CH:33]=[CH:34][CH:35]=[CH:36][CH:37]=1)[C@@H:11]([C@@H:10]([OH:9])[C@@H:6]([NH2:7])[CH2:5][C:4]1[CH:39]=[C:40]([F:42])[CH:41]=[C:2]([F:1])[CH:3]=1)[CH2:20]2)[CH:23]=[CH2:24]. The catalyst class is: 88. (6) Reactant: Cl[CH2:2][CH2:3][CH2:4][CH2:5][O:6][C:7]1[CH:16]=[C:15]2[C:10]([C:11]([O:17][C:18]3[CH:23]=[CH:22][C:21]([CH3:24])=[CH:20][C:19]=3[C:25]([C:27]3[CH:32]=[CH:31][CH:30]=[CH:29][CH:28]=3)=[O:26])=[CH:12][CH:13]=[N:14]2)=[CH:9][C:8]=1[O:33][CH3:34].[CH3:35][N:36]1[CH2:41][CH2:40][NH:39][CH2:38][CH2:37]1.C(=O)([O-])[O-].[K+].[K+].O. Product: [CH3:34][O:33][C:8]1[CH:9]=[C:10]2[C:15](=[CH:16][C:7]=1[O:6][CH2:5][CH2:4][CH2:3][CH2:2][N:39]1[CH2:40][CH2:41][N:36]([CH3:35])[CH2:37][CH2:38]1)[N:14]=[CH:13][CH:12]=[C:11]2[O:17][C:18]1[CH:23]=[CH:22][C:21]([CH3:24])=[CH:20][C:19]=1[C:25]([C:27]1[CH:32]=[CH:31][CH:30]=[CH:29][CH:28]=1)=[O:26]. The catalyst class is: 9.